This data is from NCI-60 drug combinations with 297,098 pairs across 59 cell lines. The task is: Regression. Given two drug SMILES strings and cell line genomic features, predict the synergy score measuring deviation from expected non-interaction effect. (1) Drug 1: CCCCCOC(=O)NC1=NC(=O)N(C=C1F)C2C(C(C(O2)C)O)O. Drug 2: CC1CCC2CC(C(=CC=CC=CC(CC(C(=O)C(C(C(=CC(C(=O)CC(OC(=O)C3CCCCN3C(=O)C(=O)C1(O2)O)C(C)CC4CCC(C(C4)OC)O)C)C)O)OC)C)C)C)OC. Cell line: MCF7. Synergy scores: CSS=-1.74, Synergy_ZIP=0.593, Synergy_Bliss=-3.06, Synergy_Loewe=-2.96, Synergy_HSA=-4.17. (2) Drug 1: CS(=O)(=O)OCCCCOS(=O)(=O)C. Drug 2: C(CN)CNCCSP(=O)(O)O. Cell line: U251. Synergy scores: CSS=12.2, Synergy_ZIP=1.28, Synergy_Bliss=5.11, Synergy_Loewe=-12.9, Synergy_HSA=-3.42. (3) Drug 1: CC1C(C(=O)NC(C(=O)N2CCCC2C(=O)N(CC(=O)N(C(C(=O)O1)C(C)C)C)C)C(C)C)NC(=O)C3=C4C(=C(C=C3)C)OC5=C(C(=O)C(=C(C5=N4)C(=O)NC6C(OC(=O)C(N(C(=O)CN(C(=O)C7CCCN7C(=O)C(NC6=O)C(C)C)C)C)C(C)C)C)N)C. Drug 2: N.N.Cl[Pt+2]Cl. Cell line: A498. Synergy scores: CSS=24.4, Synergy_ZIP=1.30, Synergy_Bliss=5.70, Synergy_Loewe=4.10, Synergy_HSA=7.21. (4) Drug 1: CC1=C2C(C(=O)C3(C(CC4C(C3C(C(C2(C)C)(CC1OC(=O)C(C(C5=CC=CC=C5)NC(=O)OC(C)(C)C)O)O)OC(=O)C6=CC=CC=C6)(CO4)OC(=O)C)O)C)O. Drug 2: CNC(=O)C1=NC=CC(=C1)OC2=CC=C(C=C2)NC(=O)NC3=CC(=C(C=C3)Cl)C(F)(F)F. Cell line: IGROV1. Synergy scores: CSS=-5.17, Synergy_ZIP=13.4, Synergy_Bliss=15.5, Synergy_Loewe=2.72, Synergy_HSA=2.83. (5) Drug 1: C#CCC(CC1=CN=C2C(=N1)C(=NC(=N2)N)N)C3=CC=C(C=C3)C(=O)NC(CCC(=O)O)C(=O)O. Drug 2: COCCOC1=C(C=C2C(=C1)C(=NC=N2)NC3=CC=CC(=C3)C#C)OCCOC.Cl. Cell line: SF-539. Synergy scores: CSS=2.51, Synergy_ZIP=-1.54, Synergy_Bliss=-0.924, Synergy_Loewe=0.728, Synergy_HSA=0.158. (6) Drug 1: CC12CCC(CC1=CCC3C2CCC4(C3CC=C4C5=CN=CC=C5)C)O. Drug 2: C(CCl)NC(=O)N(CCCl)N=O. Cell line: MALME-3M. Synergy scores: CSS=-1.61, Synergy_ZIP=-0.665, Synergy_Bliss=-1.16, Synergy_Loewe=-4.37, Synergy_HSA=-3.91.